Dataset: Reaction yield outcomes from USPTO patents with 853,638 reactions. Task: Predict the reaction yield, written as a fraction of the theoretical maximum amount of product (1.0 means a 100% yield; for example, 0.34 means a 34% yield). (1) The reactants are C(O[C:4](=[O:21])[C:5](=[C:11]([S:19][CH3:20])[NH:12][C:13]1[CH:18]=[CH:17][CH:16]=[CH:15][CH:14]=1)[C:6]([O:8][CH2:9][CH3:10])=[O:7])C. The catalyst is ClC1C=CC=CC=1Cl. The product is [CH2:9]([O:8][C:6]([C:5]1[C:11]([S:19][CH3:20])=[N:12][C:13]2[C:14]([C:4]=1[OH:21])=[CH:15][CH:16]=[CH:17][CH:18]=2)=[O:7])[CH3:10]. The yield is 0.350. (2) The reactants are [CH2:1]([O:8][N:9]1[C:15](=[O:16])[N:14]2[CH2:17][C@H:10]1[CH2:11][CH2:12][C@H:13]2[C:18]([OH:20])=O)[C:2]1[CH:7]=[CH:6][CH:5]=[CH:4][CH:3]=1.[C:21]([O:25][C:26](=[O:33])[NH:27][CH2:28][CH2:29][CH2:30][O:31][NH2:32])([CH3:24])([CH3:23])[CH3:22]. No catalyst specified. The product is [C:21]([O:25][C:26](=[O:33])[NH:27][CH2:28][CH2:29][CH2:30][O:31][NH:32][C:18]([C@@H:13]1[CH2:12][CH2:11][C@@H:10]2[CH2:17][N:14]1[C:15](=[O:16])[N:9]2[O:8][CH2:1][C:2]1[CH:3]=[CH:4][CH:5]=[CH:6][CH:7]=1)=[O:20])([CH3:24])([CH3:22])[CH3:23]. The yield is 0.630. (3) The reactants are [CH3:1][O:2][C:3](=[O:16])[C:4]1[CH:9]=[CH:8][C:7](I)=[C:6]([O:11][CH2:12][C:13]([CH3:15])=[CH2:14])[CH:5]=1.C(=O)([O-])[O-].[K+].[K+].[C:23]1(B(O)O)[C:32]2[C:27](=[CH:28][CH:29]=[CH:30][CH:31]=2)[CH:26]=[CH:25][CH:24]=1. The catalyst is CN(C=O)C.[Cl-].C([N+](CCCC)(CCCC)CCCC)CCC.C([O-])(=O)C.[Pd+2].C([O-])(=O)C. The product is [CH3:1][O:2][C:3]([C:4]1[CH:9]=[CH:8][C:7]2[C:13]([CH3:15])([CH2:14][C:31]3[C:32]4[C:27](=[CH:26][CH:25]=[CH:24][CH:23]=4)[CH:28]=[CH:29][CH:30]=3)[CH2:12][O:11][C:6]=2[CH:5]=1)=[O:16]. The yield is 0.430. (4) The reactants are [F:1][C:2]1[CH:7]=[CH:6][C:5]([F:8])=[CH:4][C:3]=1[CH:9]([S:20]([C:23]1[CH:28]=[CH:27][C:26]([F:29])=[CH:25][CH:24]=1)(=[O:22])=[O:21])[C:10]1[C:11]([CH3:19])=[CH:12][C:13]([C:16]([OH:18])=O)=[N:14][CH:15]=1.Cl.CN.O[N:34]1[C:38]2C=CC=CC=2N=N1.CN1CCOCC1.Cl.C(N=C=NCCCN(C)C)C. The catalyst is C(Cl)Cl.O. The product is [F:1][C:2]1[CH:7]=[CH:6][C:5]([F:8])=[CH:4][C:3]=1[CH:9]([S:20]([C:23]1[CH:28]=[CH:27][C:26]([F:29])=[CH:25][CH:24]=1)(=[O:21])=[O:22])[C:10]1[C:11]([CH3:19])=[CH:12][C:13]([C:16]([NH:34][CH3:38])=[O:18])=[N:14][CH:15]=1. The yield is 0.670. (5) The reactants are [CH2:1]([O:3][C:4](=[O:17])[C@H:5]([O:7][C:8]1[CH:16]=[CH:15][C:11]([C:12]([OH:14])=O)=[CH:10][CH:9]=1)[CH3:6])[CH3:2].C1C=CC2N(O)N=NC=2C=1.C(Cl)CCl.O/[N:33]=[C:34](\[NH2:49])/[C:35]1[CH:40]=[CH:39][C:38]([O:41][CH:42]([CH3:44])[CH3:43])=[C:37]([C:45]([F:48])([F:47])[F:46])[CH:36]=1.C1C2C(C3ON=C(N)N=3)CN(C2)C1. The catalyst is C(Cl)Cl.O.CCOC(C)=O.CCCCCCC. The product is [CH:42]([O:41][C:38]1[CH:39]=[CH:40][C:35]([C:34]2[N:33]=[C:12]([C:11]3[CH:10]=[CH:9][C:8]([O:7][C@H:5]([CH3:6])[C:4]([O:3][CH2:1][CH3:2])=[O:17])=[CH:16][CH:15]=3)[O:14][N:49]=2)=[CH:36][C:37]=1[C:45]([F:46])([F:47])[F:48])([CH3:44])[CH3:43]. The yield is 0.704. (6) The reactants are Br[C:2]1[N:3]=[CH:4][C:5]([NH2:8])=[N:6][CH:7]=1.[CH:9]([S:12]([C:15]1[CH:20]=[CH:19][C:18](B(O)O)=[CH:17][CH:16]=1)(=[O:14])=[O:13])([CH3:11])[CH3:10].[O-]P([O-])([O-])=O.[K+].[K+].[K+]. The catalyst is CC#N.CCOC(C)=O.O.CC(C)([P](C(C)(C)C)([Pd][P](C(C)(C)C)(C(C)(C)C)C(C)(C)C)C(C)(C)C)C. The product is [CH:9]([S:12]([C:15]1[CH:20]=[CH:19][C:18]([C:2]2[N:3]=[CH:4][C:5]([NH2:8])=[N:6][CH:7]=2)=[CH:17][CH:16]=1)(=[O:13])=[O:14])([CH3:11])[CH3:10]. The yield is 0.760. (7) The reactants are Br[C:2]1[CH:3]=[CH:4][C:5]([O:18][CH3:19])=[C:6]([C:8]23[CH2:17][CH:12]4[CH2:13][CH:14]([CH2:16][CH:10]([CH2:11]4)[CH2:9]2)[CH2:15]3)[CH:7]=1. The catalyst is CC([O-])=O.CC([O-])=O.[Pd+2].O1CCCC1. The product is [C:8]12([C:6]3[CH:7]=[C:2]([C:2]4[CH:3]=[CH:4][C:5]([O:18][CH3:19])=[C:6]([C:8]56[CH2:9][CH:10]7[CH2:16][CH:14]([CH2:13][CH:12]([CH2:11]7)[CH2:17]5)[CH2:15]6)[CH:7]=4)[CH:3]=[CH:4][C:5]=3[O:18][CH3:19])[CH2:17][CH:12]3[CH2:13][CH:14]([CH2:16][CH:10]([CH2:11]3)[CH2:9]1)[CH2:15]2. The yield is 0.399. (8) The reactants are C(NC(C)C)(C)C.C([Li])CCC.[N:13]1[C:22]2[C:21](=[O:23])[CH2:20][CH2:19][CH2:18][C:17]=2[CH:16]=[CH:15][CH:14]=1.[C:24](#[N:27])[CH:25]=[CH2:26]. The catalyst is O1CCCC1. The product is [O:23]=[C:21]1[C:22]2[N:13]=[CH:14][CH:15]=[CH:16][C:17]=2[CH2:18][CH2:19][CH:20]1[CH2:26][CH2:25][C:24]#[N:27]. The yield is 0.720. (9) The reactants are Cl[C:2]1[CH:10]=[CH:9][C:8]([S:11]([CH3:14])(=[O:13])=[O:12])=[CH:7][C:3]=1[C:4]([OH:6])=[O:5].[NH:15]1[CH2:20][CH2:19][O:18][CH2:17][CH2:16]1. No catalyst specified. The product is [CH3:14][S:11]([C:8]1[CH:9]=[CH:10][C:2]([N:15]2[CH2:20][CH2:19][O:18][CH2:17][CH2:16]2)=[C:3]([CH:7]=1)[C:4]([OH:6])=[O:5])(=[O:13])=[O:12]. The yield is 0.580.